Regression. Given a peptide amino acid sequence and an MHC pseudo amino acid sequence, predict their binding affinity value. This is MHC class I binding data. From a dataset of Peptide-MHC class I binding affinity with 185,985 pairs from IEDB/IMGT. (1) The peptide sequence is ITMYDKILSY. The MHC is HLA-A03:01 with pseudo-sequence HLA-A03:01. The binding affinity (normalized) is 0.862. (2) The peptide sequence is HAEIESATL. The MHC is HLA-A01:01 with pseudo-sequence HLA-A01:01. The binding affinity (normalized) is 0.0847. (3) The peptide sequence is KRRRTPKK. The MHC is HLA-B27:05 with pseudo-sequence HLA-B27:05. The binding affinity (normalized) is 0.360. (4) The peptide sequence is MQWLTQYYI. The MHC is HLA-A26:01 with pseudo-sequence HLA-A26:01. The binding affinity (normalized) is 0.268. (5) The peptide sequence is LADTSLSGY. The MHC is HLA-A01:01 with pseudo-sequence HLA-A01:01. The binding affinity (normalized) is 0.688.